This data is from Full USPTO retrosynthesis dataset with 1.9M reactions from patents (1976-2016). The task is: Predict the reactants needed to synthesize the given product. (1) Given the product [Cl:1][C:2]1[CH:9]=[CH:8][C:5]([CH2:6][N:20]2[CH2:4][CH2:3][CH:2]([CH2:9][C:10]([OH:11])=[O:13])[CH2:19][CH2:18]2)=[CH:4][CH:3]=1, predict the reactants needed to synthesize it. The reactants are: [Cl:1][C:2]1[CH:9]=[CH:8][C:5]([CH2:6]Cl)=[CH:4][CH:3]=1.[C:10](=[O:13])([O-])[O-:11].[Na+].[Na+].[OH-].[Li+].[C:18](#[N:20])[CH3:19]. (2) Given the product [Cl:33][C:18]1[CH:17]=[C:16]([NH:15][C:13]2[C:14]3[N:6]([CH2:5][CH2:4][NH:3][C:37](=[O:38])[CH2:36][C:35]([OH:34])([CH3:41])[CH3:40])[CH:7]=[CH:8][C:9]=3[N:10]=[CH:11][N:12]=2)[CH:21]=[CH:20][C:19]=1[O:22][C:23]1[CH:31]=[CH:30][C:29]([Cl:32])=[C:28]2[C:24]=1[CH:25]=[N:26][NH:27]2, predict the reactants needed to synthesize it. The reactants are: Cl.Cl.[NH2:3][CH2:4][CH2:5][N:6]1[C:14]2[C:13]([NH:15][C:16]3[CH:21]=[CH:20][C:19]([O:22][C:23]4[CH:31]=[CH:30][C:29]([Cl:32])=[C:28]5[C:24]=4[CH:25]=[N:26][NH:27]5)=[C:18]([Cl:33])[CH:17]=3)=[N:12][CH:11]=[N:10][C:9]=2[CH:8]=[CH:7]1.[OH:34][C:35]([CH3:41])([CH3:40])[CH2:36][C:37](O)=[O:38].ON1C2C=CC=CC=2N=N1.Cl.C(N=C=NCCCN(C)C)C. (3) Given the product [C:34]([O:33][C@@H:9]([C:10]1[C:11]([C:26]2[CH:27]=[CH:28][C:29]([Cl:32])=[CH:30][CH:31]=2)=[C:12]2[C:17](=[CH:18][C:19]=1[CH3:20])[N:16]=[C:15]([N:21]1[CH:25]=[CH:24][N:23]=[CH:22]1)[CH:14]=[CH:13]2)[CH2:8][OH:7])([CH3:37])([CH3:35])[CH3:36], predict the reactants needed to synthesize it. The reactants are: C([O:7][CH2:8][C@@H:9]([O:33][C:34]([CH3:37])([CH3:36])[CH3:35])[C:10]1[C:11]([C:26]2[CH:31]=[CH:30][C:29]([Cl:32])=[CH:28][CH:27]=2)=[C:12]2[C:17](=[CH:18][C:19]=1[CH3:20])[N:16]=[C:15]([N:21]1[CH:25]=[CH:24][N:23]=[CH:22]1)[CH:14]=[CH:13]2)(=O)C(C)(C)C.[OH-].[Na+].